Dataset: Catalyst prediction with 721,799 reactions and 888 catalyst types from USPTO. Task: Predict which catalyst facilitates the given reaction. (1) Reactant: [NH2:1][C:2]1[C:3]([C:9]([NH:11][C:12]2([C:20]([O:22][CH3:23])=[O:21])[CH2:19][CH2:18][CH2:17][CH2:16][CH2:15][CH2:14][CH2:13]2)=[O:10])=[N:4][CH:5]=[C:6]([Cl:8])[CH:7]=1.[Br:24][C:25]1[CH:30]=[C:29]([CH3:31])[C:28]([N:32]=[C:33]=[O:34])=[C:27]([CH3:35])[CH:26]=1. The catalyst class is: 300. Product: [Br:24][C:25]1[CH:26]=[C:27]([CH3:35])[C:28]([NH:32][C:33]([NH:1][C:2]2[C:3]([C:9]([NH:11][C:12]3([C:20]([O:22][CH3:23])=[O:21])[CH2:19][CH2:18][CH2:17][CH2:16][CH2:15][CH2:14][CH2:13]3)=[O:10])=[N:4][CH:5]=[C:6]([Cl:8])[CH:7]=2)=[O:34])=[C:29]([CH3:31])[CH:30]=1. (2) Reactant: [CH2:1]([N:4]1[C:11]([NH2:12])=[C:10]([NH2:13])[C:8](=[O:9])[N:7]([CH2:14][CH2:15][CH3:16])[C:5]1=[O:6])[CH2:2][CH3:3].[OH:17][C:18]1[N:23]=[N:22][C:21]([C:24](O)=O)=[CH:20][CH:19]=1.Cl.CN(C)CCCN=C=NCC.O. Product: [CH2:14]([N:7]1[C:8](=[O:9])[C:10]2[NH:13][C:24]([C:21]3[N:22]=[N:23][C:18]([OH:17])=[CH:19][CH:20]=3)=[N:12][C:11]=2[N:4]([CH2:1][CH2:2][CH3:3])[C:5]1=[O:6])[CH2:15][CH3:16]. The catalyst class is: 5. (3) Reactant: [CH2:1]([O:3][C:4](=[O:25])[C:5]([O:8][C:9]1[CH:14]=[CH:13][C:12]([O:15]CC2C=CC=CC=2)=[CH:11][C:10]=1[CH:23]=O)([CH3:7])[CH3:6])[CH3:2].[H][H]. Product: [CH2:1]([O:3][C:4](=[O:25])[C:5]([O:8][C:9]1[CH:14]=[CH:13][C:12]([OH:15])=[CH:11][C:10]=1[CH3:23])([CH3:6])[CH3:7])[CH3:2]. The catalyst class is: 29. (4) Reactant: [OH-:1].[K+].[C:3](=[O:6])([O-:5])[O-].[Na+].[Na+].Cl.[NH2:10][C:11]([NH2:13])=[NH:12].[C:25]([O:24][C:22](O[C:22]([O:24][C:25]([CH3:28])([CH3:27])[CH3:26])=[O:23])=[O:23])([CH3:28])([CH3:27])[CH3:26]. Product: [C:22]([NH:12][C:11]([NH:13][C:22]([O:24][C:25]([CH3:26])([CH3:27])[CH3:28])=[O:23])=[N:10][C:3]([O:5][C:25]([CH3:28])([CH3:27])[CH3:26])=[O:6])([O:24][C:25]([CH3:28])([CH3:27])[CH3:26])=[O:1]. The catalyst class is: 374. (5) Reactant: C([N:8]1[C:20]2[CH:19]=[CH:18][C:17]([N:21]3[C:33]4[CH:32]=[CH:31][CH:30]=[CH:29][C:28]=4[C:27]4[C:22]3=[CH:23][CH:24]=[CH:25][CH:26]=4)=[CH:16][C:15]=2[C:14]2[C:9]1=[CH:10][CH:11]=[C:12]([N:34]1[C:46]3[CH:45]=[CH:44][CH:43]=[CH:42][C:41]=3[C:40]3[C:35]1=[CH:36][CH:37]=[CH:38][CH:39]=3)[CH:13]=2)C1C=CC=CC=1.C(=NC1C=CC=CC=1)C1C=CC=CC=1.CC([O-])(C)C.[K+].CN(C=O)C. Product: [CH:45]1[C:46]2[N:34]([C:12]3[CH:11]=[CH:10][C:9]4[NH:8][C:20]5[C:15]([C:14]=4[CH:13]=3)=[CH:16][C:17]([N:21]3[C:33]4[CH:32]=[CH:31][CH:30]=[CH:29][C:28]=4[C:27]4[C:22]3=[CH:23][CH:24]=[CH:25][CH:26]=4)=[CH:18][CH:19]=5)[C:35]3[C:40](=[CH:39][CH:38]=[CH:37][CH:36]=3)[C:41]=2[CH:42]=[CH:43][CH:44]=1. The catalyst class is: 6.